Dataset: Reaction yield outcomes from USPTO patents with 853,638 reactions. Task: Predict the reaction yield, written as a fraction of the theoretical maximum amount of product (1.0 means a 100% yield; for example, 0.34 means a 34% yield). (1) The reactants are [Cl:1][C:2]1[C:7]([CH:8]=[O:9])=[CH:6][N:5]=[C:4]2[NH:10][CH:11]=[CH:12][C:3]=12.[H-].[Na+].[CH3:15][C:16]1[CH:21]=[CH:20][C:19]([S:22](Cl)(=[O:24])=[O:23])=[CH:18][CH:17]=1. The catalyst is CN(C=O)C. The product is [Cl:1][C:2]1[C:7]([CH:8]=[O:9])=[CH:6][N:5]=[C:4]2[N:10]([S:22]([C:19]3[CH:20]=[CH:21][C:16]([CH3:15])=[CH:17][CH:18]=3)(=[O:24])=[O:23])[CH:11]=[CH:12][C:3]=12. The yield is 0.870. (2) The reactants are [C:1]([O:5][C:6](=[O:20])[NH:7][C:8]1[S:9][C:10]2[CH:16]=[C:15]([CH2:17]O)[CH:14]=[C:13]([Br:19])[C:11]=2[N:12]=1)([CH3:4])([CH3:3])[CH3:2].C1(P(C2C=CC=CC=2)C2C=CC=CC=2)C=CC=CC=1.C1C(=O)N([Br:47])C(=O)C1. The catalyst is ClCCl. The product is [C:1]([O:5][C:6](=[O:20])[NH:7][C:8]1[S:9][C:10]2[CH:16]=[C:15]([CH2:17][Br:47])[CH:14]=[C:13]([Br:19])[C:11]=2[N:12]=1)([CH3:4])([CH3:3])[CH3:2]. The yield is 0.430. (3) The reactants are [CH:1]1([B-](F)(F)F)[CH2:3][CH2:2]1.[K+].C(=O)([O-])[O-].[Cs+].[Cs+].Br[C:16]1[CH:17]=[CH:18][C:19]([C:29]([OH:31])=[O:30])=[N:20][C:21]=1[O:22][CH2:23][CH:24]1[CH2:28][CH2:27][CH2:26][O:25]1. The catalyst is C1(C)C=CC=CC=1.O.C([O-])(=O)C.[Pd+2].C([O-])(=O)C.C(P(C12CC3CC(CC(C3)C1)C2)C12CC3CC(CC(C3)C1)C2)CCC. The product is [CH:1]1([C:16]2[CH:17]=[CH:18][C:19]([C:29]([OH:31])=[O:30])=[N:20][C:21]=2[O:22][CH2:23][CH:24]2[CH2:28][CH2:27][CH2:26][O:25]2)[CH2:3][CH2:2]1. The yield is 0.360.